This data is from Forward reaction prediction with 1.9M reactions from USPTO patents (1976-2016). The task is: Predict the product of the given reaction. (1) Given the reactants [Br:1][C:2]1[C:7]([F:8])=[CH:6][C:5]([OH:9])=[C:4]([N+:10]([O-])=O)[CH:3]=1.[Cl-].[NH4+], predict the reaction product. The product is: [NH2:10][C:4]1[CH:3]=[C:2]([Br:1])[C:7]([F:8])=[CH:6][C:5]=1[OH:9]. (2) Given the reactants [NH:1]1[C:5]2[CH:6]=[CH:7][CH:8]=[CH:9][C:4]=2[N:3]=[C:2]1[N:10]([CH2:21][C:22]1[CH:30]=[CH:29][C:25]([C:26](O)=[O:27])=[CH:24][CH:23]=1)[CH:11]1[CH2:16][CH2:15][CH:14]([C:17]([CH3:20])([CH3:19])[CH3:18])[CH2:13][CH2:12]1.C[O:32][C:33](=[O:38])[CH:34]([OH:37])[CH2:35][NH2:36].C1C=CC2N(O)N=NC=2C=1.C(Cl)CCl.CCN(C(C)C)C(C)C.[Li+].[OH-].C(O)(C(F)(F)F)=O, predict the reaction product. The product is: [NH:1]1[C:5]2[CH:6]=[CH:7][CH:8]=[CH:9][C:4]=2[N:3]=[C:2]1[N:10]([CH2:21][C:22]1[CH:30]=[CH:29][C:25]([C:26]([NH:36][CH2:35][C@@H:34]([OH:37])[C:33]([OH:32])=[O:38])=[O:27])=[CH:24][CH:23]=1)[CH:11]1[CH2:16][CH2:15][CH:14]([C:17]([CH3:20])([CH3:18])[CH3:19])[CH2:13][CH2:12]1. (3) The product is: [N+:22]([C:25]1[CH:30]=[CH:29][C:28]([NH:31][CH:32]2[CH2:33][CH2:34][CH:35]([O:38][CH2:39][C:40]([N:42]3[CH2:47][CH2:46][N:45]([C:2]4[S:3][C:4]5[CH:10]=[CH:9][C:8]([C:11]([F:14])([F:13])[F:12])=[CH:7][C:5]=5[N:6]=4)[CH2:44][CH2:43]3)=[O:41])[CH2:36][CH2:37]2)=[CH:27][C:26]=1[C:48]([F:51])([F:50])[F:49])([O-:24])=[O:23]. Given the reactants Br[C:2]1[S:3][C:4]2[CH:10]=[CH:9][C:8]([C:11]([F:14])([F:13])[F:12])=[CH:7][C:5]=2[N:6]=1.CC(C)([O-])C.[Na+].Cl.[N+:22]([C:25]1[CH:30]=[CH:29][C:28]([NH:31][CH:32]2[CH2:37][CH2:36][CH:35]([O:38][CH2:39][C:40]([N:42]3[CH2:47][CH2:46][NH:45][CH2:44][CH2:43]3)=[O:41])[CH2:34][CH2:33]2)=[CH:27][C:26]=1[C:48]([F:51])([F:50])[F:49])([O-:24])=[O:23], predict the reaction product. (4) Given the reactants Cl[C:2]1[N:11]=[CH:10][C:9]2[N:8]([C@H:12]([C:14]3[CH:19]=[CH:18][C:17]([Cl:20])=[CH:16][CH:15]=3)[CH3:13])[C:7](=[O:21])[CH:6]3[CH2:22][O:23][CH2:24][CH2:25][N:5]3[C:4]=2[N:3]=1.[CH3:26][NH:27][C:28]([NH:30][C:31]1[CH:36]=[CH:35][C:34](B2OC(C)(C)C(C)(C)O2)=[CH:33][CH:32]=1)=[O:29].C([O-])(O)=O.[Na+], predict the reaction product. The product is: [Cl:20][C:17]1[CH:16]=[CH:15][C:14]([C@@H:12]([N:8]2[C:7](=[O:21])[CH:6]3[CH2:22][O:23][CH2:24][CH2:25][N:5]3[C:4]3[N:3]=[C:2]([C:34]4[CH:33]=[CH:32][C:31]([NH:30][C:28]([NH:27][CH3:26])=[O:29])=[CH:36][CH:35]=4)[N:11]=[CH:10][C:9]2=3)[CH3:13])=[CH:19][CH:18]=1. (5) Given the reactants [F:1][C:2]1[CH:7]=[CH:6][CH:5]=[CH:4][C:3]=1[O:8][CH3:9].C([Li])CCC.[C:15](=[O:17])=[O:16], predict the reaction product. The product is: [F:1][C:2]1[C:3]([O:8][CH3:9])=[CH:4][CH:5]=[CH:6][C:7]=1[C:15]([OH:17])=[O:16]. (6) Given the reactants CCN(C(C)C)C(C)C.[C:10]([OH:18])(=O)[C:11]1[CH:16]=[CH:15][CH:14]=[CH:13][CH:12]=1.CCN=C=NCCCN(C)C.C1C=C[C:33]2[N:38](O)[N:37]=NC=2C=1.Cl.[NH2:41][CH2:42][C:43]([N:45]1[CH2:50][CH2:49][N:48]([C:51](=[O:62])[C:52]2[CH:57]=[CH:56][CH:55]=[CH:54][C:53]=2[C:58]([F:61])([F:60])[F:59])[CH2:47][CH2:46]1)=[O:44].Cl.[CH3:64][OH:65], predict the reaction product. The product is: [O:65]1[CH:33]=[N:38][N:37]=[C:64]1[C:14]1[CH:13]=[CH:12][C:11]([C:10]([NH:41][CH2:42][C:43](=[O:44])[N:45]2[CH2:46][CH2:47][N:48]([C:51](=[O:62])[C:52]3[CH:57]=[CH:56][CH:55]=[CH:54][C:53]=3[C:58]([F:61])([F:59])[F:60])[CH2:49][CH2:50]2)=[O:18])=[CH:16][CH:15]=1. (7) Given the reactants [CH2:1]([O:3][C:4]([C@H:6]1[CH2:11][CH2:10][CH2:9][NH:8][C@H:7]1[C:12]1[CH:17]=[CH:16][C:15]([NH:18][C:19]([O:21][C:22]([CH3:25])([CH3:24])[CH3:23])=[O:20])=[CH:14][CH:13]=1)=[O:5])[CH3:2].[F:26][C:27]1[CH:35]=[CH:34][CH:33]=[C:32]([CH3:36])[C:28]=1[C:29](O)=[O:30].CCN(CC)CC.CN(C(ON1N=NC2C=CC=NC1=2)=[N+](C)C)C.F[P-](F)(F)(F)(F)F, predict the reaction product. The product is: [C:22]([O:21][C:19]([NH:18][C:15]1[CH:14]=[CH:13][C:12]([C@H:7]2[C@@H:6]([C:4]([O:3][CH2:1][CH3:2])=[O:5])[CH2:11][CH2:10][CH2:9][N:8]2[C:29](=[O:30])[C:28]2[C:32]([CH3:36])=[CH:33][CH:34]=[CH:35][C:27]=2[F:26])=[CH:17][CH:16]=1)=[O:20])([CH3:24])([CH3:23])[CH3:25]. (8) Given the reactants [CH3:1][O:2][C:3]([C:5]1[CH:14]=[C:13]([OH:15])[C:12]2[C:7](=[C:8]([N+:17]([O-:19])=[O:18])[CH:9]=[CH:10][C:11]=2C)[N:6]=1)=[O:4].[Br:20]N1C(=O)CCC1=O, predict the reaction product. The product is: [CH3:1][O:2][C:3]([C:5]1[C:14]([Br:20])=[C:13]([OH:15])[C:12]2[C:7](=[C:8]([N+:17]([O-:19])=[O:18])[CH:9]=[CH:10][CH:11]=2)[N:6]=1)=[O:4].